Dataset: Forward reaction prediction with 1.9M reactions from USPTO patents (1976-2016). Task: Predict the product of the given reaction. The product is: [CH2:1]([C:3]1[C:7]([C:8]([O:10][CH2:11][C:12]2[CH:17]=[CH:16][CH:15]=[CH:14][CH:13]=2)=[O:9])=[C:6]([CH:18]=[O:27])[NH:5][C:4]=1[C:19]([O:21][C:22]([CH3:24])([CH3:23])[CH3:25])=[O:20])[CH3:2]. Given the reactants [CH2:1]([C:3]1[C:7]([C:8]([O:10][CH2:11][C:12]2[CH:17]=[CH:16][CH:15]=[CH:14][CH:13]=2)=[O:9])=[C:6]([CH3:18])[NH:5][C:4]=1[C:19]([O:21][C:22]([CH3:25])([CH3:24])[CH3:23])=[O:20])[CH3:2].O.[O:27]=[N+]([O-])[O-].[O-][N+](=O)[O-].[O-][N+](=O)[O-].[O-][N+](=O)[O-].[O-][N+](=O)[O-].[O-][N+](=O)[O-].[Ce+4].[NH4+].[NH4+], predict the reaction product.